Dataset: Catalyst prediction with 721,799 reactions and 888 catalyst types from USPTO. Task: Predict which catalyst facilitates the given reaction. (1) Reactant: [CH3:1][C:2]([CH3:10])([CH3:9])[CH:3](O)[CH2:4][N+:5]([O-:7])=[O:6].FC(F)(F)C(OC(=O)C(F)(F)F)=O.C(N(CC)CC)C. Product: [CH3:1][C:2]([CH3:10])([CH3:9])/[CH:3]=[CH:4]/[N+:5]([O-:7])=[O:6]. The catalyst class is: 363. (2) Reactant: Cl[C:2]1[N:7]=[C:6]([Cl:8])[N:5]=[C:4]([C:9]2[CH:14]=[CH:13][CH:12]=[CH:11][CH:10]=2)[N:3]=1.[NH2:15][C:16]1[CH:21]=[CH:20][CH:19]=[CH:18][CH:17]=1.C([O-])(O)=O.[Na+]. Product: [Cl:8][C:6]1[N:5]=[C:4]([C:9]2[CH:14]=[CH:13][CH:12]=[CH:11][CH:10]=2)[N:3]=[C:2]([NH:15][C:16]2[CH:21]=[CH:20][CH:19]=[CH:18][CH:17]=2)[N:7]=1. The catalyst class is: 372.